This data is from Aqueous solubility values for 9,982 compounds from the AqSolDB database. The task is: Regression/Classification. Given a drug SMILES string, predict its absorption, distribution, metabolism, or excretion properties. Task type varies by dataset: regression for continuous measurements (e.g., permeability, clearance, half-life) or binary classification for categorical outcomes (e.g., BBB penetration, CYP inhibition). For this dataset (solubility_aqsoldb), we predict Y. (1) The drug is O=c1cc(-c2ccc(O)c(O)c2)oc2cc(O)cc(O)c12. The Y is -3.61 log mol/L. (2) The molecule is CCC(CC)COC(=O)NS(N)(=O)=O. The Y is -1.75 log mol/L.